Dataset: Catalyst prediction with 721,799 reactions and 888 catalyst types from USPTO. Task: Predict which catalyst facilitates the given reaction. (1) The catalyst class is: 102. Reactant: [CH:1]([O:4][C:5]([N:7]1[CH2:12][CH2:11][CH:10]([O:13][C:14]2[C:19]([O:20][CH3:21])=[C:18](Cl)[N:17]=[CH:16][N:15]=2)[CH2:9][CH2:8]1)=[O:6])([CH3:3])[CH3:2].C(=O)([O-])[O-].[Cs+].[Cs+].[CH3:29][S:30]([C:33]1[CH:34]=[C:35]2[C:39](=[CH:40][CH:41]=1)[NH:38][CH2:37][CH2:36]2)(=[O:32])=[O:31].F[B-](F)(F)F.C([PH+](C(C)(C)C)C(C)(C)C)(C)(C)C. Product: [CH:1]([O:4][C:5]([N:7]1[CH2:12][CH2:11][CH:10]([O:13][C:14]2[C:19]([O:20][CH3:21])=[C:18]([N:38]3[C:39]4[C:35](=[CH:34][C:33]([S:30]([CH3:29])(=[O:32])=[O:31])=[CH:41][CH:40]=4)[CH2:36][CH2:37]3)[N:17]=[CH:16][N:15]=2)[CH2:9][CH2:8]1)=[O:6])([CH3:3])[CH3:2]. (2) Reactant: [Br-].[CH3:2][O:3][CH2:4][CH2:5][CH2:6][P+](C1C=CC=CC=1)(C1C=CC=CC=1)C1C=CC=CC=1.CC(C)([O-])C.[K+].[CH:32]([C:34]1[N:38]2[CH:39]=[CH:40][CH:41]=[CH:42][C:37]2=[N:36][C:35]=1[C:43]([O:45][CH2:46][CH3:47])=[O:44])=O.O. Product: [CH3:2][O:3][CH2:4][CH2:5]/[CH:6]=[CH:32]/[C:34]1[N:38]2[CH:39]=[CH:40][CH:41]=[CH:42][C:37]2=[N:36][C:35]=1[C:43]([O:45][CH2:46][CH3:47])=[O:44]. The catalyst class is: 1.